This data is from Catalyst prediction with 721,799 reactions and 888 catalyst types from USPTO. The task is: Predict which catalyst facilitates the given reaction. (1) Reactant: [NH2:1][C:2]1[CH:3]=[C:4]([C:8]2[CH:15]=[CH:14][C:11]([C:12]#[N:13])=[C:10]([Cl:16])[CH:9]=2)[CH:5]=[N:6][CH:7]=1.[CH3:17][O:18][C:19]1[CH:24]=[CH:23][C:22]([S:25](Cl)(=[O:27])=[O:26])=[CH:21][CH:20]=1. Product: [Cl:16][C:10]1[CH:9]=[C:8]([C:4]2[CH:3]=[C:2]([NH:1][S:25]([C:22]3[CH:21]=[CH:20][C:19]([O:18][CH3:17])=[CH:24][CH:23]=3)(=[O:27])=[O:26])[CH:7]=[N:6][CH:5]=2)[CH:15]=[CH:14][C:11]=1[C:12]#[N:13]. The catalyst class is: 17. (2) Reactant: [CH2:1]([N:3]([CH2:18][CH3:19])[C:4]([C:6]1[CH:15]=[CH:14][C:13]2[C:8](=[CH:9][CH:10]=[CH:11][CH:12]=2)[C:7]=1[O:16][CH3:17])=[O:5])[CH3:2].C1C(=O)N([Br:27])C(=O)C1.[K+].[Br-]. Product: [Br:27][C:14]1[C:13]2[C:8](=[CH:9][CH:10]=[CH:11][CH:12]=2)[C:7]([O:16][CH3:17])=[C:6]([C:4]([N:3]([CH2:1][CH3:2])[CH2:18][CH3:19])=[O:5])[CH:15]=1. The catalyst class is: 23.